This data is from Reaction yield outcomes from USPTO patents with 853,638 reactions. The task is: Predict the reaction yield, written as a fraction of the theoretical maximum amount of product (1.0 means a 100% yield; for example, 0.34 means a 34% yield). (1) The reactants are [Cl:1][C:2]1[C:3]([O:12][C:13]2[CH:18]=[C:17]([O:19][CH2:20][CH2:21][O:22][Si:23]([CH:30]([CH3:32])[CH3:31])([CH:27]([CH3:29])[CH3:28])[CH:24]([CH3:26])[CH3:25])[CH:16]=[CH:15][C:14]=2/[CH:33]=[CH:34]/[C:35]([O:37]CC)=[O:36])=[N:4][CH:5]=[C:6]([C:8]([F:11])([F:10])[F:9])[CH:7]=1.[OH-].[Na+].O1CCCC1. The yield is 0.850. The product is [Cl:1][C:2]1[C:3]([O:12][C:13]2[CH:18]=[C:17]([O:19][CH2:20][CH2:21][O:22][Si:23]([CH:27]([CH3:28])[CH3:29])([CH:30]([CH3:31])[CH3:32])[CH:24]([CH3:25])[CH3:26])[CH:16]=[CH:15][C:14]=2/[CH:33]=[CH:34]/[C:35]([OH:37])=[O:36])=[N:4][CH:5]=[C:6]([C:8]([F:10])([F:9])[F:11])[CH:7]=1. The catalyst is C(O)C. (2) The reactants are C(OC([NH:11][C@@H:12]([C:24]([O:26][C:27]([CH3:30])([CH3:29])[CH3:28])=[O:25])[CH2:13][CH2:14][CH2:15][NH:16][C:17]([O:19][C:20]([CH3:23])([CH3:22])[CH3:21])=[O:18])=O)C1C=CC=CC=1. The catalyst is CCO.[Pd]. The product is [C:20]([O:19][C:17]([NH:16][CH2:15][CH2:14][CH2:13][C@H:12]([C:24]([O:26][C:27]([CH3:30])([CH3:29])[CH3:28])=[O:25])[NH2:11])=[O:18])([CH3:22])([CH3:23])[CH3:21]. The yield is 0.850. (3) The reactants are [CH3:1][N:2]1[C@@H:18]2[CH2:19][C:7]3[CH:8]=[CH:9][C:10]([O:22][CH3:23])=[C:11]4[O:12][C@H:13]5[C:14]([O:20][CH3:21])=[CH:15][CH:16]=[C:17]2[C@:5]5([C:6]=34)[CH2:4][CH2:3]1.C(CN)O.O. The catalyst is COCC(O)C. The product is [CH3:1][N:2]1[C@@H:18]2[CH2:19][C:7]3[CH:8]=[CH:9][C:10]([O:22][CH3:23])=[C:11]4[O:12][C@H:13]5[C:14]([O:20][CH3:21])=[CH:15][CH2:16][C@@H:17]2[C@:5]5([C:6]=34)[CH2:4][CH2:3]1. The yield is 0.916. (4) The reactants are Cl[CH2:2][C:3]1[N:4]=[C:5]([C:9]2[O:10][CH:11]=[CH:12][CH:13]=2)[O:6][C:7]=1[CH3:8].[OH:14][C:15]1[CH:22]=[CH:21][C:18]([CH:19]=[O:20])=[CH:17][C:16]=1[O:23][CH2:24][O:25][CH3:26].C(=O)([O-])[O-].[K+].[K+].CN(C)C=O. The catalyst is O. The product is [O:10]1[CH:11]=[CH:12][CH:13]=[C:9]1[C:5]1[O:6][C:7]([CH3:8])=[C:3]([CH2:2][O:14][C:15]2[CH:22]=[CH:21][C:18]([CH:19]=[O:20])=[CH:17][C:16]=2[O:23][CH2:24][O:25][CH3:26])[N:4]=1. The yield is 0.780. (5) The reactants are [CH2:1]([O:3][C:4]1[C:5]([F:13])=[C:6]2[CH:12]=[CH:11][NH:10][C:7]2=[N:8][CH:9]=1)[CH3:2].[N+:14]([O-])([OH:16])=[O:15]. No catalyst specified. The product is [CH2:1]([O:3][C:4]1[C:5]([F:13])=[C:6]2[C:12]([N+:14]([O-:16])=[O:15])=[CH:11][NH:10][C:7]2=[N:8][CH:9]=1)[CH3:2]. The yield is 0.780.